From a dataset of Catalyst prediction with 721,799 reactions and 888 catalyst types from USPTO. Predict which catalyst facilitates the given reaction. (1) Reactant: [Br:1][C:2]1[CH:3]=[N:4][C:5]([Cl:10])=[C:6]([CH:9]=1)C=O.[CH3:11][O:12][CH:13](OC)[O:14][CH3:15].O.C1(C)C=CC(S(O)(=O)=O)=CC=1. Product: [Br:1][C:2]1[CH:9]=[C:6]([CH:13]([O:14][CH3:15])[O:12][CH3:11])[C:5]([Cl:10])=[N:4][CH:3]=1. The catalyst class is: 100. (2) Reactant: Cl[C:2]1[N:3]=[C:4]2[CH:12]=[CH:11][N:10]=[CH:9][C:5]2=[N:6][C:7]=1[Cl:8].[F:13][CH:14]([F:17])[CH2:15][NH2:16].CCN(C(C)C)C(C)C. Product: [Cl:8][C:7]1[N:6]=[C:5]2[CH:9]=[N:10][CH:11]=[CH:12][C:4]2=[N:3][C:2]=1[NH:16][CH2:15][CH:14]([F:17])[F:13]. The catalyst class is: 12. (3) Reactant: [NH2:1][C:2]1[C:10]([NH2:11])=[CH:9][C:8]([O:12][CH3:13])=[CH:7][C:3]=1[C:4]([OH:6])=[O:5].[F:14][C:15]([F:25])([F:24])[C:16]1[CH:23]=[CH:22][CH:21]=[CH:20][C:17]=1[CH:18]=O.S(S([O-])=O)([O-])(=O)=O.[Na+].[Na+]. Product: [CH3:13][O:12][C:8]1[CH:7]=[C:3]([C:4]([OH:6])=[O:5])[C:2]2[N:1]=[C:18]([C:17]3[CH:20]=[CH:21][CH:22]=[CH:23][C:16]=3[C:15]([F:14])([F:24])[F:25])[NH:11][C:10]=2[CH:9]=1. The catalyst class is: 18. (4) Reactant: [Cl:1][C:2]1[N:3]=[C:4]([N:13]2[CH2:18][CH2:17][O:16][CH2:15][CH2:14]2)[C:5]2[S:10][C:9]([CH:11]=O)=[CH:8][C:6]=2[N:7]=1.[NH:19]1[CH2:22][CH:21]([N:23]2[CH2:28][CH2:27][O:26][CH2:25][CH2:24]2)[CH2:20]1.C(OC)(OC)OC.C(O)(=O)C.C(O[BH-](OC(=O)C)OC(=O)C)(=O)C.[Na+]. Product: [Cl:1][C:2]1[N:3]=[C:4]([N:13]2[CH2:18][CH2:17][O:16][CH2:15][CH2:14]2)[C:5]2[S:10][C:9]([CH2:11][N:19]3[CH2:22][CH:21]([N:23]4[CH2:28][CH2:27][O:26][CH2:25][CH2:24]4)[CH2:20]3)=[CH:8][C:6]=2[N:7]=1. The catalyst class is: 26. (5) Reactant: [Na].C([O:4][C:5]([CH:7]1[C:12](=O)[CH2:11][CH2:10][N:9]([C:14]([O:16][CH2:17][C:18]2[CH:23]=[CH:22][CH:21]=[CH:20][CH:19]=2)=[O:15])[CH2:8]1)=O)C.S(O)(O)(=O)=O.[CH3:29][S:30][C:31](=[NH:33])[NH2:32]. Product: [CH2:17]([O:16][C:14]([N:9]1[CH2:10][CH2:11][C:12]2[N:32]=[C:31]([S:30][CH3:29])[N:33]=[C:5]([OH:4])[C:7]=2[CH2:8]1)=[O:15])[C:18]1[CH:23]=[CH:22][CH:21]=[CH:20][CH:19]=1. The catalyst class is: 5. (6) Reactant: CS(O[CH:6]1[CH2:9][CH:8]([C:10]([O:12][CH3:13])=[O:11])[CH2:7]1)(=O)=O.[F:14][C:15]([F:24])([F:23])[C:16]1[CH:17]=[C:18]([SH:22])[CH:19]=[CH:20][CH:21]=1. The catalyst class is: 23. Product: [F:24][C:15]([F:14])([F:23])[C:16]1[CH:17]=[C:18]([S:22][CH:6]2[CH2:7][CH:8]([C:10]([O:12][CH3:13])=[O:11])[CH2:9]2)[CH:19]=[CH:20][CH:21]=1. (7) Reactant: [OH:1][C:2]1[CH:3]=[C:4]2[C:8](=[CH:9][CH:10]=1)[C:7](=[CH:11][CH2:12][CH3:13])[C:6]1([CH2:21][C:20]3[C:15](=[CH:16][CH:17]=[C:18]([OH:22])[CH:19]=3)[CH2:14]1)[CH:5]2[CH3:23]. Product: [OH:1][C:2]1[CH:3]=[C:4]2[C:8](=[CH:9][CH:10]=1)[CH:7]([CH2:11][CH2:12][CH3:13])[C:6]1([CH2:21][C:20]3[C:15](=[CH:16][CH:17]=[C:18]([OH:22])[CH:19]=3)[CH2:14]1)[CH:5]2[CH3:23]. The catalyst class is: 29. (8) The catalyst class is: 154. Product: [C:16]([C:5]1[N:6]([CH2:8][O:9][CH2:10][CH2:11][Si:12]([CH3:14])([CH3:13])[CH3:15])[CH:7]=[C:3]([CH2:2][O:1][C:25](=[O:27])[C@@H:20]([NH:19][C:28]([O:30][C:31]([CH3:34])([CH3:33])[CH3:32])=[O:29])[CH2:21][C:22]2[CH:23]=[CH:42][CH:41]=[CH:40][CH:24]=2)[N:4]=1)(=[O:18])[CH3:17]. Reactant: [OH:1][CH2:2][C:3]1[N:4]=[C:5]([C:16](=[O:18])[CH3:17])[N:6]([CH2:8][O:9][CH2:10][CH2:11][Si:12]([CH3:15])([CH3:14])[CH3:13])[CH:7]=1.[NH:19]([C:28]([O:30][C:31]([CH3:34])([CH3:33])[CH3:32])=[O:29])[C@H:20]([C:25]([OH:27])=O)[CH2:21][CH:22]([CH3:24])[CH3:23].CCN=C=N[CH2:40][CH2:41][CH2:42]N(C)C.Cl. (9) Reactant: COC1C=C(N[CH2:12][C:13]2[CH:36]=[CH:35][C:16]([C:17]([NH:19][C:20]3[CH:25]=[C:24]([CH:26]=[CH:27][C:28]4[CH:33]=[CH:32][CH:31]=[CH:30][CH:29]=4)[CH:23]=[CH:22][C:21]=3[NH2:34])=[O:18])=[CH:15][CH:14]=2)C=CC=1OC. Product: [NH2:34][C:21]1[CH:22]=[CH:23][C:24]([CH2:26][CH2:27][C:28]2[CH:33]=[CH:32][CH:31]=[CH:30][CH:29]=2)=[CH:25][C:20]=1[NH:19][C:17](=[O:18])[C:16]1[CH:15]=[CH:14][C:13]([CH3:12])=[CH:36][CH:35]=1. The catalyst class is: 381.